From a dataset of Cav3 T-type calcium channel HTS with 100,875 compounds. Binary Classification. Given a drug SMILES string, predict its activity (active/inactive) in a high-throughput screening assay against a specified biological target. (1) The molecule is S(Cc1c2c(oc(=O)c1)cc(c(c2)C)C)c1nc(N)cc(n1)N. The result is 0 (inactive). (2) The compound is O=C(NC1CCCC1)C(N(c1cc(OC)c(OC)cc1)C(=O)c1occc1)c1ccc(OC)cc1. The result is 0 (inactive). (3) The molecule is O=c1n(nc(c2c1cccc2)c1ccccc1)CC(=O)NC(c1ccccc1)C. The result is 0 (inactive). (4) The molecule is O=C(N(Cc1ccc(OC)cc1)Cc1ccncc1)CCC(O)=O. The result is 0 (inactive). (5) The drug is S1\C(=C\c2n(c3cc(ccc3)C(O)=O)ccc2)C(=O)N(Cc2c(cccc2)C#N)C1=O. The result is 0 (inactive). (6) The drug is n1(nnnc1CN1CCN(CC1)c1ccccc1)C1CCCCC1. The result is 0 (inactive). (7) The compound is Clc1cc(SCCC(=O)NC23CC4CC(C2)CC(C3)C4)ccc1Cl. The result is 1 (active). (8) The drug is O1c2c(OC1)ccc(NC(=O)c1ccc(NC(=O)C)cc1)c2. The result is 0 (inactive). (9) The molecule is S(=O)(=O)(N(CC)CC)c1cc(C(=O)N2C(CC(O)C2)C(O)=O)ccc1. The result is 0 (inactive).